From a dataset of Catalyst prediction with 721,799 reactions and 888 catalyst types from USPTO. Predict which catalyst facilitates the given reaction. (1) Reactant: CI.[O:3]=[C:4]1[NH:9][CH:8]([C:10]2[CH:17]=[CH:16][C:13]([C:14]#[N:15])=[CH:12][C:11]=2[S:18][CH3:19])[C:7]2[C:20](=[O:23])[CH2:21][CH2:22][C:6]=2[N:5]1[C:24]1[CH:29]=[CH:28][CH:27]=[C:26]([C:30]([F:33])([F:32])[F:31])[CH:25]=1.[C:34](=O)([O-])[O-].[Cs+].[Cs+]. Product: [CH3:34][N:9]1[CH:8]([C:10]2[CH:17]=[CH:16][C:13]([C:14]#[N:15])=[CH:12][C:11]=2[S:18][CH3:19])[C:7]2[C:20](=[O:23])[CH2:21][CH2:22][C:6]=2[N:5]([C:24]2[CH:29]=[CH:28][CH:27]=[C:26]([C:30]([F:33])([F:32])[F:31])[CH:25]=2)[C:4]1=[O:3]. The catalyst class is: 3. (2) Reactant: [C:1]1(=[O:11])[C:10]2[C:5](=[CH:6][N:7]=[CH:8][CH:9]=2)[CH:4]=[CH:3][NH:2]1.[CH2:12](Br)[C:13]1[CH:18]=[CH:17][CH:16]=[CH:15][CH:14]=1.[BH4-].[Na+].Cl. Product: [CH2:12]([N:7]1[CH2:8][CH2:9][C:10]2[C:1](=[O:11])[NH:2][CH:3]=[CH:4][C:5]=2[CH2:6]1)[C:13]1[CH:18]=[CH:17][CH:16]=[CH:15][CH:14]=1. The catalyst class is: 10. (3) Reactant: C([N:4]1[C:12]2[C:7](=[CH:8][C:9]([O:16][CH3:17])=[C:10]([N+:13]([O-:15])=[O:14])[CH:11]=2)[C:6]([CH3:19])([CH3:18])[CH2:5]1)(=O)C.Cl.O1CCOCC1. Product: [CH3:18][C:6]1([CH3:19])[C:7]2[C:12](=[CH:11][C:10]([N+:13]([O-:15])=[O:14])=[C:9]([O:16][CH3:17])[CH:8]=2)[NH:4][CH2:5]1. The catalyst class is: 5. (4) Reactant: C(O)(=O)C.[CH:5]([NH2:7])=[NH:6].CO[Na].[Cl:11][C:12]1[CH:13]=[C:14]([CH:27]=[C:28]([C:30]#[N:31])[CH:29]=1)[O:15][CH:16]([C:22](OCC)=[O:23])[C:17](OCC)=[O:18]. Product: [Cl:11][C:12]1[CH:29]=[C:28]([CH:27]=[C:14]([O:15][C:16]2[C:17](=[O:18])[NH:7][CH:5]=[N:6][C:22]=2[OH:23])[CH:13]=1)[C:30]#[N:31]. The catalyst class is: 5. (5) The catalyst class is: 25. Product: [OH:1][C@@H:2]1[CH2:26][C@@H:25]2[C@:20]([CH3:32])([CH2:21][CH2:22][C@H:23]([O:27][CH2:35][CH2:36][OH:37])[CH2:24]2)[C@@H:19]2[C@@H:3]1[C@H:4]1[C@:16]([CH3:34])([C@@H:17]([OH:33])[CH2:18]2)[C@@H:7]([C@H:8]([CH3:15])[CH2:9][CH2:10][C:11]([O:13][CH3:14])=[O:12])[CH2:6][CH2:5]1. Reactant: [OH:1][C@@H:2]1[CH2:26][C@H:25]2[C@:20]([CH3:32])([CH2:21][CH2:22][C@@H:23]([O:27]S(C)(=O)=O)[CH2:24]2)[C@@H:19]2[C@@H:3]1[C@H:4]1[C@:16]([CH3:34])([C@@H:17]([OH:33])[CH2:18]2)[C@@H:7]([C@H:8]([CH3:15])[CH2:9][CH2:10][C:11]([O:13][CH3:14])=[O:12])[CH2:6][CH2:5]1.[CH2:35](O)[CH2:36][OH:37].N1C=CC=CC=1. (6) The catalyst class is: 12. Product: [CH3:1][O:2][C:3]1[CH:4]=[C:5]([C:11]([CH3:15])([CH3:14])[CH2:12][NH:13][C:25]([C:17]2[O:16][C:20]3[CH:21]=[CH:22][CH:23]=[CH:24][C:19]=3[CH:18]=2)=[O:26])[CH:6]=[CH:7][C:8]=1[O:9][CH3:10]. Reactant: [CH3:1][O:2][C:3]1[CH:4]=[C:5]([C:11]([CH3:15])([CH3:14])[CH2:12][NH2:13])[CH:6]=[CH:7][C:8]=1[O:9][CH3:10].[O:16]1[C:20]2[CH:21]=[CH:22][CH:23]=[CH:24][C:19]=2[CH:18]=[C:17]1[C:25](Cl)=[O:26].C(N(CC)CC)C. (7) Reactant: [OH:1][C:2]1[CH:9]=[CH:8][C:7]([O:10][CH3:11])=[CH:6][C:3]=1[CH:4]=[O:5].C([O-])([O-])=O.[Cs+].[Cs+].[Na+].[I-].Cl[CH2:21][CH2:22][N:23]([CH2:26][CH3:27])[CH2:24][CH3:25].Cl. Product: [CH2:22]([N:23]([CH2:26][CH3:27])[CH2:24][CH2:25][O:1][C:2]1[CH:9]=[CH:8][C:7]([O:10][CH3:11])=[CH:6][C:3]=1[CH:4]=[O:5])[CH3:21]. The catalyst class is: 3.